This data is from Drug-target binding data from BindingDB using IC50 measurements. The task is: Regression. Given a target protein amino acid sequence and a drug SMILES string, predict the binding affinity score between them. We predict pIC50 (pIC50 = -log10(IC50 in M); higher means more potent). Dataset: bindingdb_ic50. (1) The target protein sequence is CQDPTIFEERHLKYISQLGKGNFGSVELCRYDPLGDNTGALVAVKQLQHSGPDQQRDFQREIQILKALHSDFIVKYRGVSYGPGRQSLRLVMEYLPSGCLRDFLQRHRARLDASRLLLYSSQICKGMEYLGSRRCVHRDLAARNILVESEAHVKIADFGLAKLLPLDKDYYVVREPGQSPIFWYAPESLSDNIFSRQSDVWSFGVVLYELFTYCDKSCSPSAEFLRMMGCERDVPALCRLLELLEEGQRLPAPPACPAEVHELMKLCWAPSPQDRPSFSALGPQLDMLWSGSRGCETHAFTAHPEGKHHSLSFS. The pIC50 is 4.5. The small molecule is COC[C@@H](C(=O)Nc1cccc2c(-c3nc(Nc4cn(C)nc4OC)ncc3C)c[nH]c12)N1CCN(C)CC1. (2) The small molecule is CC[N+](C)(C)NCCC(=O)[O-]. The target protein (O75936) has sequence MACTIQKAEALDGAHLMQILWYDEEESLYPAVWLRDNCPCSDCYLDSAKARKLLVEALDVNIGIKGLIFDRKKVYITWPDEHYSEFQADWLKKRCFSKQARAKLQRELFFPECQYWGSELQLPTLDFEDVLRYDEHAYKWLSTLKKVGIVRLTGASDKPGEVSKLGKRMGFLYLTFYGHTWQVQDKIDANNVAYTTGKLSFHTDYPALHHPPGVQLLHCIKQTVTGGDSEIVDGFNVCQKLKKNNPQAFQILSSTFVDFTDIGVDYCDFSVQSKHKIIELDDKGQVVRINFNNATRDTIFDVPVERVQPFYAALKEFVDLMNSKESKFTFKMNPGDVITFDNWRLLHGRRSYEAGTEISRHLEGAYADWDVVMSRLRILRQRVENGN. The pIC50 is 3.9. (3) The small molecule is Cc1cc(N2CCC2)c(-c2[nH]nc(C)c2C)cc1C(=O)N1CC(c2ccc(C#N)cc2)C1. The target protein (P49327) has sequence MEEVVIAGMSGKLPESENLQEFWDNLIGGVDMVTDDDRRWKAGLYGLPRRSGKLKDLSRFDASFFGVHPKQAHTMDPQLRLLLEVTYEAIVDGGINPDSLRGTHTGVWVGVSGSETSEALSRDPETLVGYSMVGCQRAMMANRLSFFFDFRGPSIALDTACSSSLMALQNAYQAIHSGQCPAAIVGGINVLLKPNTSVQFLRLGMLSPEGTCKAFDTAGNGYCRSEGVVAVLLTKKSLARRVYATILNAGTNTDGFKEQGVTFPSGDIQEQLIRSLYQSAGVAPESFEYIEAHGTGTKVGDPQELNGITRALCATRQEPLLIGSTKSNMGHPEPASGLAALAKVLLSLEHGLWAPNLHFHSPNPEIPALLDGRLQVVDQPLPVRGGNVGINSFGFGGSNVHIILRPNTQPPPAPAPHATLPRLLRASGRTPEAVQKLLEQGLRHSQDLAFLSMLNDIAAVPATAMPFRGYAVLGGERGGPEVQQVPAGERPLWFICSGMG.... The pIC50 is 7.5. (4) The compound is O=C(O)c1ccc(B(O)O)s1. The target protein (P14677) has sequence MKWTKRVIRYATKNRKSPAENRRRVGKSLSLLSVFVFAIFLVNFAVIIGTGTRFGTDLAKEAKKVHQTTRTVPAKRGTIYDRNGVPIAEDATSYNVYAVIDENYKSATGKILYVEKTQFNKVAEVFHKYLDMEESYVREQLSQPNLKQVSFGAKGNGITYANMMSIKKELEAAEVKGIDFTTSPNRSYPNGQFASSFIGLAQLHENEDGSKSLLGTSGMESSLNSILAGTDGIITYEKDRLGNIVPGTEQVSQRTMDGKDVYTTISSPLQSFMETQMDAFQEKVKGKYMTATLVSAKTGEILATTQRPTFDADTKEGITEDFVWRDILYQSNYEPGSTMKVMMLAAAIDNNTFPGGEVFNSSELKIADATIRDWDVNEGLTGGRTMTFSQGFAHSSNVGMTLLEQKMGDATWLDYLNRFKFGVPTRFGLTDEYAGQLPADNIVNIAQSSFGQGISVTQTQMIRAFTAIANDGVMLEPKFISAIYDPNDQTARKSQKEIVG.... The pIC50 is 3.0.